From a dataset of Forward reaction prediction with 1.9M reactions from USPTO patents (1976-2016). Predict the product of the given reaction. Given the reactants [CH:1]1([OH:6])[CH2:5][CH2:4][CH2:3][CH2:2]1.[Br:7][C:8]1[CH:13]=[CH:12][CH:11]=[C:10](Br)[N:9]=1, predict the reaction product. The product is: [Br:7][C:8]1[CH:13]=[CH:12][CH:11]=[C:10]([O:6][CH:1]2[CH2:5][CH2:4][CH2:3][CH2:2]2)[N:9]=1.